Task: Predict the reactants needed to synthesize the given product.. Dataset: Full USPTO retrosynthesis dataset with 1.9M reactions from patents (1976-2016) Given the product [CH2:3]([O:7][C:9]1[CH:14]=[C:13]([CH2:15][C:16]2[CH:21]=[CH:20][CH:19]=[CH:18][C:17]=2[Br:22])[N:12]=[CH:11][N:10]=1)[C:4]#[C:5][CH3:6], predict the reactants needed to synthesize it. The reactants are: [H-].[Na+].[CH2:3]([OH:7])[C:4]#[C:5][CH3:6].Cl[C:9]1[CH:14]=[C:13]([CH2:15][C:16]2[CH:21]=[CH:20][CH:19]=[CH:18][C:17]=2[Br:22])[N:12]=[CH:11][N:10]=1.[Cl-].[NH4+].